From a dataset of Full USPTO retrosynthesis dataset with 1.9M reactions from patents (1976-2016). Predict the reactants needed to synthesize the given product. (1) The reactants are: [C:1]([O:5][C:6]([N:8]1[CH2:11][CH:10]([NH:12][C:13]([C:16]#[N:17])([CH3:15])[CH3:14])[CH2:9]1)=[O:7])([CH3:4])([CH3:3])[CH3:2].C([O-])([O-])=[O:19].[K+].[K+].OO. Given the product [C:1]([O:5][C:6]([N:8]1[CH2:11][CH:10]([NH:12][C:13]([C:16](=[O:19])[NH2:17])([CH3:15])[CH3:14])[CH2:9]1)=[O:7])([CH3:4])([CH3:2])[CH3:3], predict the reactants needed to synthesize it. (2) Given the product [Cl:1][C:2]1[C:7]2[C:8]([O:11][CH3:35])=[N:9][N:10]([C:14]([C:27]3[CH:32]=[CH:31][CH:30]=[CH:29][CH:28]=3)([C:21]3[CH:26]=[CH:25][CH:24]=[CH:23][CH:22]=3)[C:15]3[CH:20]=[CH:19][CH:18]=[CH:17][CH:16]=3)[C:6]=2[CH:5]=[C:4]([Cl:12])[N:3]=1, predict the reactants needed to synthesize it. The reactants are: [Cl:1][C:2]1[C:7]2[C:8](=[O:11])[NH:9][NH:10][C:6]=2[CH:5]=[C:4]([Cl:12])[N:3]=1.Cl[C:14]([C:27]1[CH:32]=[CH:31][CH:30]=[CH:29][CH:28]=1)([C:21]1[CH:26]=[CH:25][CH:24]=[CH:23][CH:22]=1)[C:15]1[CH:20]=[CH:19][CH:18]=[CH:17][CH:16]=1.[H-].[Na+].[C:35](=O)([O-])[O-].[K+].[K+].IC. (3) The reactants are: [NH2:1][C:2]1[N:10]=[C:9]2[C:5]([N:6]=[CH:7][N:8]2[CH:11]2[O:15][CH:14]([CH2:16][OH:17])[CH:13]([OH:18])[C:12]2([F:20])[CH3:19])=[C:4]([O:21][CH2:22][CH3:23])[N:3]=1.C(N(CC)CC)C.[P:31](Cl)(Cl)(=[O:36])[O:32][CH:33]([CH3:35])[CH3:34].CN1C=CN=C1. Given the product [NH2:1][C:2]1[N:10]=[C:9]2[C:5]([N:6]=[CH:7][N:8]2[C@@H:11]2[O:15][C@H:14]3[C@@H:13]([O:18][P@:31](=[O:36])([O:32][CH:33]([CH3:35])[CH3:34])[O:17][CH2:16]3)[C@:12]2([F:20])[CH3:19])=[C:4]([O:21][CH2:22][CH3:23])[N:3]=1, predict the reactants needed to synthesize it. (4) Given the product [CH3:1][O:2][C:3](=[O:4])[NH:5][C@@H:6]([C@H:7]([CH3:8])[CH2:9][CH3:10])[C:11]([N:13]1[CH2:17][C@@H:16]([CH3:18])[CH2:15][C@H:14]1[C:19]1[NH:20][C:21]([C:24]2[CH:29]=[C:28]3[CH2:30][O:31][C:32]4[CH:59]=[C:58]5[C:35]([CH:36]=[CH:37][C:38]6[N:42]=[C:41]([C@@H:43]7[CH2:47][C@H:46]([CH2:48][O:49][CH3:50])[CH2:45][N:44]7[C:51](=[O:52])[C@H:63]([C@H:62]([CH3:72])[O:61][CH3:60])[NH:67][C:68]([O:70][CH3:71])=[O:69])[NH:40][C:39]=65)=[CH:34][C:33]=4[C:27]3=[CH:26][CH:25]=2)=[CH:22][N:23]=1)=[O:12], predict the reactants needed to synthesize it. The reactants are: [CH3:1][O:2][C:3]([NH:5][C@H:6]([C:11]([N:13]1[CH2:17][C@@H:16]([CH3:18])[CH2:15][C@H:14]1[C:19]1[NH:20][C:21]([C:24]2[CH:29]=[C:28]3[CH2:30][O:31][C:32]4[CH:59]=[C:58]5[C:35]([CH:36]=[CH:37][C:38]6[N:42]=[C:41]([C@@H:43]7[CH2:47][C@H:46]([CH2:48][O:49][CH3:50])[CH2:45][N:44]7[C:51](OC(C)(C)C)=[O:52])[NH:40][C:39]=65)=[CH:34][C:33]=4[C:27]3=[CH:26][CH:25]=2)=[CH:22][N:23]=1)=[O:12])[C@@H:7]([CH2:9][CH3:10])[CH3:8])=[O:4].[CH3:60][O:61][C@H:62]([CH3:72])[C@H:63]([NH:67][C:68]([O:70][CH3:71])=[O:69])C(O)=O.CN(C(ON1N=NC2C=CC=NC1=2)=[N+](C)C)C.F[P-](F)(F)(F)(F)F.CN1CCOCC1. (5) Given the product [F:1][C:2]1[CH:3]=[CH:4][C:5]([C:8]2[N:12]([CH2:13][CH2:14][CH2:15][S:16]([CH3:17])=[O:38])[N:11]=[C:10]([CH3:18])[C:9]=2[C:19]2[CH:20]=[CH:21][C:22]3[O:27][CH2:26][C:25](=[O:28])[NH:24][C:23]=3[CH:29]=2)=[CH:6][CH:7]=1, predict the reactants needed to synthesize it. The reactants are: [F:1][C:2]1[CH:7]=[CH:6][C:5]([C:8]2[N:12]([CH2:13][CH2:14][CH2:15][S:16][CH3:17])[N:11]=[C:10]([CH3:18])[C:9]=2[C:19]2[CH:20]=[CH:21][C:22]3[O:27][CH2:26][C:25](=[O:28])[NH:24][C:23]=3[CH:29]=2)=[CH:4][CH:3]=1.ClC1C=C(C(OO)=[O:38])C=CC=1. (6) Given the product [CH3:8][C:9]1[CH:18]=[CH:17][C:16]2[C:11](=[CH:12][CH:13]=[CH:14][C:15]=2[N:19]2[CH2:24][CH2:23][N:22]([CH2:25][CH2:26][C:27]([C:29]3[CH:30]=[CH:31][C:32]4[O:37][CH2:36][C:35](=[O:38])[NH:34][C:33]=4[CH:39]=3)=[CH2:1])[CH2:21][CH2:20]2)[N:10]=1, predict the reactants needed to synthesize it. The reactants are: [C:1]1(C)C=CC=CC=1.[CH3:8][C:9]1[CH:18]=[CH:17][C:16]2[C:11](=[CH:12][CH:13]=[CH:14][C:15]=2[N:19]2[CH2:24][CH2:23][N:22]([CH2:25][CH2:26][C:27]([C:29]3[CH:30]=[CH:31][C:32]4[O:37][CH2:36][C:35](=[O:38])[NH:34][C:33]=4[CH:39]=3)=O)[CH2:21][CH2:20]2)[N:10]=1. (7) Given the product [Cl:23][C:24]1[N:25]=[N:26][C:27]([C:31]2[CH:36]=[CH:35][CH:34]=[CH:33][CH:32]=2)=[CH:28][C:29]=1[Cl:30].[CH3:2][O:1][C:24]1[N:25]=[N:26][C:27]([C:31]2[CH:36]=[CH:35][CH:34]=[CH:33][CH:32]=2)=[CH:28][C:29]=1[O:38][CH3:37].[CH3:2][O:1][C:24]1[N:25]=[N:26][C:27]([C:31]2[CH:36]=[CH:35][CH:34]=[CH:33][CH:32]=2)=[CH:28][C:29]=1[Cl:30], predict the reactants needed to synthesize it. The reactants are: [O:1]=[C:2](CCC1C=CC=CC=1)C(O)=O.C1(CNN)C=CC=CC=1.[Cl:23][C:24]1[N:25]=[N:26][C:27]([C:31]2[CH:36]=[CH:35][CH:34]=[CH:33][CH:32]=2)=[CH:28][C:29]=1[Cl:30].[CH3:37][O-:38].[Na+].